Dataset: Experimentally validated miRNA-target interactions with 360,000+ pairs, plus equal number of negative samples. Task: Binary Classification. Given a miRNA mature sequence and a target amino acid sequence, predict their likelihood of interaction. (1) The miRNA is hsa-miR-5191 with sequence AGGAUAGGAAGAAUGAAGUGCU. The protein sequence of the target gene is MLLCTTSAHKLETVYDHKFLKMSIKESCAKEEKSQKKQTISSPTFNEDKKKGEISAGSTSSEHGVQPVSTKKRKLKADDTDNVYYNANRKNSKRLNVEVFIPKKRLKFSSSTQAVSYLNNNQMTSHSCSSNGTKDTKVKDCKLTNIGSKLNYEIKNHSRIKITKDMKSKPVDQTKEKNWPSLLIQKKMKELKKEKNNKDSSEELEKCKKNHLPQNYNFSNMIKESFESGRKKISFKIPKKSSTTLQKLVEEKIFTIDSSKSKSKQEEKQHLQSHQMSLNLARHKTENSFSDSTHKQSVCE.... Result: 0 (no interaction). (2) The miRNA is mmu-miR-9-5p with sequence UCUUUGGUUAUCUAGCUGUAUGA. The protein sequence of the target gene is MAETNNECSIKVLCRFRPLNQAEILRGDKFIPIFQGDDSVIIGGKPYVFDRVFPPNTTQEQVYHACAMQIVKDVLAGYNGTIFAYGQTSSGKTHTMEGKLHDPQLMGIIPRIARDIFNHIYSMDENLEFHIKVSYFEIYLDKIRDLLDVTKTNLSVHEDKNRVPFVKGCTERFVSSPEEILDVIDEGKSNRHVAVTNMNEHSSRSHSIFLINIKQENVETEQKLSGKLYLVDLAGSEKVSKTGAEGAVLDEAKNINKSLSALGNVISALAEGTKSYVPYRDSKMTRILQDSLGGNCRTTM.... Result: 1 (interaction). (3) The protein sequence of the target gene is MLSRLSGLANVVLHELSGDDDTDQNMRAPLDPELHQESDMEFNNTTQEDVQERLAYAEQLVVELKDIIRQKDVQLQQKDEALQEERKAADNKIKKLKLHAKAKLTSLNKYIEEMKAQGGTVLPTEPQSEEQLSKHDKSSTEEEMEIEKIKHKLQEKEELISTLQAQLTQAQAEQPAQSSTEMEEFVMMKQQLQEKEEFISTLQAQLSQTQAEQAAQQVVREKDARFETQVRLHEDELLQLVTQADVETEMQQKLRVLQRKLEEHEESLVGRAQVVDLLQQELTAAEQRNQILSQQLQQME.... The miRNA is hsa-miR-4645-3p with sequence AGACAGUAGUUCUUGCCUGGUU. Result: 0 (no interaction). (4) The miRNA is hsa-miR-29a-3p with sequence UAGCACCAUCUGAAAUCGGUUA. The protein sequence of the target gene is MSAAGLLAPAPAQAGAPPAPEYYPEEDEELESAEDDERSCRGRESDEDTEDASETDLAKHDEEDYVEMKEQMYQDKLASLKRQLQQLQEGTLQEYQKRMKKLDQQYKERIRNAELFLQLETEQVERNYIKEKKAAVKEFEDKKVELKENLIAELEEKKKMIENEKLTMELTGDSMEVKPIMTRKLRRRPNDPVPIPDKRRKPAPAQLNYLLTDEQIMEDLRTLNKLKSPKRPASPSSPEHLPATPAESPAQRFEARIEDGKLYYDKRWYHKSQAIYLESKDNQKLSCVISSVGANEIWVR.... Result: 0 (no interaction).